Dataset: Full USPTO retrosynthesis dataset with 1.9M reactions from patents (1976-2016). Task: Predict the reactants needed to synthesize the given product. (1) Given the product [F:18][C:4]1[CH:3]=[C:2]([B:19]2[O:23][C:22]([CH3:25])([CH3:24])[C:21]([CH3:27])([CH3:26])[O:20]2)[CH:7]=[CH:6][C:5]=1[CH:8]([NH:10][C:11](=[O:17])[O:12][C:13]([CH3:16])([CH3:15])[CH3:14])[CH3:9], predict the reactants needed to synthesize it. The reactants are: Br[C:2]1[CH:7]=[CH:6][C:5]([CH:8]([NH:10][C:11](=[O:17])[O:12][C:13]([CH3:16])([CH3:15])[CH3:14])[CH3:9])=[C:4]([F:18])[CH:3]=1.[B:19]1([B:19]2[O:23][C:22]([CH3:25])([CH3:24])[C:21]([CH3:27])([CH3:26])[O:20]2)[O:23][C:22]([CH3:25])([CH3:24])[C:21]([CH3:27])([CH3:26])[O:20]1. (2) Given the product [C:14]([O:5][C@H:4]1[C@@H:6]([O:7][C:14](=[O:12])[C:15]2[CH:20]=[CH:19][CH:18]=[CH:17][CH:16]=2)[C@H:8]([CH2:10][O:11][C:14](=[O:21])[C:15]2[CH:20]=[CH:19][CH:18]=[CH:17][CH:16]=2)[O:9][CH:3]1[O:2][CH3:1])(=[O:21])[C:15]1[CH:20]=[CH:19][CH:18]=[CH:17][CH:16]=1, predict the reactants needed to synthesize it. The reactants are: [CH3:1][O:2][CH:3]1[O:9][C@@H:8]([CH2:10][OH:11])[C@H:6]([OH:7])[C@@H:4]1[OH:5].[OH-:12].[Na+].[C:14](Cl)(=[O:21])[C:15]1[CH:20]=[CH:19][CH:18]=[CH:17][CH:16]=1. (3) Given the product [CH3:11][S:8]([C:6]1[CH:5]=[N:4][CH:3]=[C:2]([C:17]#[C:16][C:15]([O:18][CH2:19][CH3:20])([O:14][CH2:12][CH3:13])[O:21][CH2:22][CH3:23])[CH:7]=1)(=[O:10])=[O:9], predict the reactants needed to synthesize it. The reactants are: Br[C:2]1[CH:3]=[N:4][CH:5]=[C:6]([S:8]([CH3:11])(=[O:10])=[O:9])[CH:7]=1.[CH2:12]([O:14][C:15]([O:21][CH2:22][CH3:23])([O:18][CH2:19][CH3:20])[C:16]#[CH:17])[CH3:13].C(N(CC)CC)C. (4) Given the product [CH3:2][O:4][C:5](=[O:6])[C:7]1[CH:12]=[CH:11][CH:10]=[N:9][C:8]=1/[CH:13]=[CH:33]/[C@H:32]([N:31]([CH2:24][C:25]1[CH:30]=[CH:29][CH:28]=[CH:27][CH:26]=1)[CH2:43][C:44]1[CH:45]=[CH:46][CH:47]=[CH:48][CH:49]=1)[CH2:35][C:36]1[CH:41]=[CH:40][CH:39]=[CH:38][C:37]=1[F:42], predict the reactants needed to synthesize it. The reactants are: [Br-].[CH2:2]([O:4][C:5]([C:7]1[C:8]([CH2:13][P+](C)(C)C)=[N:9][CH:10]=[CH:11][CH:12]=1)=[O:6])C.CC(C)([O-])C.[K+].[CH2:24]([N:31]([CH2:43][C:44]1[CH:49]=[CH:48][CH:47]=[CH:46][CH:45]=1)[C@H:32]([CH2:35][C:36]1[CH:41]=[CH:40][CH:39]=[CH:38][C:37]=1[F:42])[CH:33]=O)[C:25]1[CH:30]=[CH:29][CH:28]=[CH:27][CH:26]=1. (5) The reactants are: [C:1]1([CH2:13][C:14]([NH2:16])=[O:15])[C:11]2=[C:12]3[C:7](=[CH:8][CH:9]=[CH:10]2)[CH2:6][CH2:5][CH2:4][N:3]3[CH:2]=1.[O:17]1CCOCC1. Given the product [C:1]1([C:13](=[O:17])[C:14]([NH2:16])=[O:15])[C:11]2=[C:12]3[C:7](=[CH:8][CH:9]=[CH:10]2)[CH2:6][CH2:5][CH2:4][N:3]3[CH:2]=1.[C:1]1([CH2:13][C:14]([NH2:16])=[O:15])[C:11]2=[C:12]3[C:7](=[CH:8][CH:9]=[CH:10]2)[CH2:6][CH2:5][CH2:4][N:3]3[CH:2]=1, predict the reactants needed to synthesize it. (6) Given the product [N:1]1[C:10]2[NH:9][C:8]3[CH:11]=[C:12]([CH2:15][OH:16])[CH:13]=[CH:14][C:7]=3[S:6][C:5]=2[N:4]=[CH:3][CH:2]=1, predict the reactants needed to synthesize it. The reactants are: [N:1]1[C:10]2[NH:9][C:8]3[CH:11]=[C:12]([C:15](OC)=[O:16])[CH:13]=[CH:14][C:7]=3[S:6][C:5]=2[N:4]=[CH:3][CH:2]=1.[H-].C([Al+]CC(C)C)C(C)C. (7) Given the product [N:1]1([C:7]2[N:8]=[C:9]([CH2:14][C:15](=[O:17])[N:26]3[C:27]4[C:32](=[CH:31][CH:30]=[CH:29][CH:28]=4)[CH2:33][CH:25]3[C:19]3[CH:24]=[CH:23][CH:22]=[CH:21][CH:20]=3)[NH:10][C:11](=[O:13])[CH:12]=2)[CH2:2][CH2:3][O:4][CH2:5][CH2:6]1, predict the reactants needed to synthesize it. The reactants are: [N:1]1([C:7]2[N:8]=[C:9]([CH2:14][C:15]([O-:17])=O)[NH:10][C:11](=[O:13])[CH:12]=2)[CH2:6][CH2:5][O:4][CH2:3][CH2:2]1.[Na+].[C:19]1([CH:25]2[CH2:33][C:32]3[C:27](=[CH:28][CH:29]=[CH:30][CH:31]=3)[NH:26]2)[CH:24]=[CH:23][CH:22]=[CH:21][CH:20]=1.Cl.CN(C)CCCN=C=NCC. (8) Given the product [OH:6][C:7]1[CH:8]=[C:9]2[C:14](=[CH:15][CH:16]=1)[CH:13]=[C:12]([CH2:17][CH2:18][NH:19][S:20]([CH3:23])(=[O:22])=[O:21])[CH:11]=[CH:10]2, predict the reactants needed to synthesize it. The reactants are: B(Br)(Br)Br.C[O:6][C:7]1[CH:8]=[C:9]2[C:14](=[CH:15][CH:16]=1)[CH:13]=[C:12]([CH2:17][CH2:18][NH:19][S:20]([CH3:23])(=[O:22])=[O:21])[CH:11]=[CH:10]2. (9) Given the product [CH2:1]([N:8]1[C:13](=[O:14])[C:12]2[N:15]=[CH:16][S:17][C:11]=2[N:10]=[C:9]1[CH:19]([NH:22][CH2:23][CH2:24][N:25]([CH3:27])[CH3:26])[CH2:20][CH3:21])[C:2]1[CH:7]=[CH:6][CH:5]=[CH:4][CH:3]=1, predict the reactants needed to synthesize it. The reactants are: [CH2:1]([N:8]1[C:13](=[O:14])[C:12]2[N:15]=[C:16](Br)[S:17][C:11]=2[N:10]=[C:9]1[CH:19]([NH:22][CH2:23][CH2:24][N:25]([CH3:27])[CH3:26])[CH2:20][CH3:21])[C:2]1[CH:7]=[CH:6][CH:5]=[CH:4][CH:3]=1.